Dataset: Peptide-MHC class I binding affinity with 185,985 pairs from IEDB/IMGT. Task: Regression. Given a peptide amino acid sequence and an MHC pseudo amino acid sequence, predict their binding affinity value. This is MHC class I binding data. (1) The peptide sequence is YTDKIAMSY. The MHC is HLA-A80:01 with pseudo-sequence HLA-A80:01. The binding affinity (normalized) is 1.00. (2) The MHC is HLA-B35:01 with pseudo-sequence HLA-B35:01. The binding affinity (normalized) is 0.318. The peptide sequence is DPNPQEVVL. (3) The binding affinity (normalized) is 0.500. The MHC is HLA-A68:02 with pseudo-sequence HLA-A68:02. The peptide sequence is YTGDFDSVI. (4) The peptide sequence is RIGGVLIFR. The MHC is HLA-A69:01 with pseudo-sequence HLA-A69:01. The binding affinity (normalized) is 0.0847. (5) The peptide sequence is SQEDNHFSL. The MHC is HLA-A69:01 with pseudo-sequence HLA-A69:01. The binding affinity (normalized) is 0.0847. (6) The peptide sequence is TEANAGQFL. The MHC is HLA-B51:01 with pseudo-sequence HLA-B51:01. The binding affinity (normalized) is 0.0847. (7) The peptide sequence is MPSACANGW. The MHC is HLA-B54:01 with pseudo-sequence HLA-B54:01. The binding affinity (normalized) is 0.722.